Dataset: Catalyst prediction with 721,799 reactions and 888 catalyst types from USPTO. Task: Predict which catalyst facilitates the given reaction. Reactant: C[O:2][C:3]([C:5]1[N:6]=[N:7][N:8]([CH2:10][CH2:11][CH2:12][CH2:13][N:14]2[CH:18]=[C:17]([C:19]([O:21][C:22](C)(C)C)=[O:20])[N:16]=[N:15]2)[CH:9]=1)=[O:4].C(O)(C(F)(F)F)=O. Product: [CH3:22][O:21][C:19]([C:17]1[N:16]=[N:15][N:14]([CH2:13][CH2:12][CH2:11][CH2:10][N:8]2[CH:9]=[C:5]([C:3]([OH:4])=[O:2])[N:6]=[N:7]2)[CH:18]=1)=[O:20]. The catalyst class is: 2.